The task is: Predict the reactants needed to synthesize the given product.. This data is from Full USPTO retrosynthesis dataset with 1.9M reactions from patents (1976-2016). (1) Given the product [CH3:1][O:2][C:3]1[C:8]([CH3:9])=[CH:7][N:6]=[C:5](/[CH:10]=[CH:21]/[C:22]([O:24][CH2:25][CH3:26])=[O:23])[C:4]=1[CH3:12], predict the reactants needed to synthesize it. The reactants are: [CH3:1][O:2][C:3]1[C:8]([CH3:9])=[CH:7][N:6]=[C:5]([CH:10]=O)[C:4]=1[CH3:12].C(OP([CH2:21][C:22]([O:24][CH2:25][CH3:26])=[O:23])(OCC)=O)C.C([O-])([O-])=O.[K+].[K+]. (2) Given the product [C:1]([O:5][C:6](=[O:7])[NH:8][C:9]([CH3:17])([CH3:16])[CH2:10]/[CH:11]=[CH:12]/[C:13](=[O:15])[N:62]([C@@H:45]([C:46](=[O:47])[N:48]([CH3:61])[CH:49]([C:57](=[O:60])[NH:58][CH3:59])[CH2:50][C:51]1[CH:56]=[CH:55][CH:54]=[CH:53][CH:52]=1)[CH2:44][C:42]1[C:41]2[CH:64]=[CH:65][CH:66]=[CH:67][C:40]=2[S:39][CH:43]=1)[CH3:63])([CH3:2])([CH3:3])[CH3:4], predict the reactants needed to synthesize it. The reactants are: [C:1]([O:5][C:6]([NH:8][C:9]([CH3:17])([CH3:16])[CH2:10]/[CH:11]=[CH:12]/[C:13]([OH:15])=O)=[O:7])([CH3:4])([CH3:3])[CH3:2].ON1C2N=CC=CC=2N=N1.CN(C)CCCN=C=NCC.[S:39]1[CH:43]=[C:42]([CH2:44][CH:45]([NH:62][CH3:63])[C:46]([N:48]([CH3:61])[C@@H:49]([C:57](=[O:60])[NH:58][CH3:59])[CH2:50][C:51]2[CH:56]=[CH:55][CH:54]=[CH:53][CH:52]=2)=[O:47])[C:41]2[CH:64]=[CH:65][CH:66]=[CH:67][C:40]1=2.C(N(C(C)C)CC)(C)C. (3) Given the product [C:25]([C@@:22]1([CH3:28])[CH2:23][CH2:24][C@@H:20]([NH:19][C:5]2[C:6]3[N:7]([CH:10]=[C:11]([C:13]4[CH:14]=[CH:15][CH:16]=[CH:17][CH:18]=4)[CH:12]=3)[N:8]=[CH:9][C:4]=2[C:1]([NH2:2])=[O:3])[C:21]1([CH3:30])[CH3:29])(=[O:27])[NH2:33], predict the reactants needed to synthesize it. The reactants are: [C:1]([C:4]1[CH:9]=[N:8][N:7]2[CH:10]=[C:11]([C:13]3[CH:18]=[CH:17][CH:16]=[CH:15][CH:14]=3)[CH:12]=[C:6]2[C:5]=1[NH:19][C@@H:20]1[CH2:24][CH2:23][C@:22]([CH3:28])([C:25]([OH:27])=O)[C:21]1([CH3:30])[CH3:29])(=[O:3])[NH2:2].CC[N:33](C(C)C)C(C)C.CN(C(ON1N=NC2C=CC=NC1=2)=[N+](C)C)C.F[P-](F)(F)(F)(F)F.[Cl-].[NH4+].